The task is: Predict the reactants needed to synthesize the given product.. This data is from Full USPTO retrosynthesis dataset with 1.9M reactions from patents (1976-2016). (1) Given the product [C:7]([N:1]1[CH2:6][CH2:5][NH:4][CH2:3][CH2:2]1)([C:8]1[CH:13]=[CH:12][CH:11]=[CH:10][CH:9]=1)([C:20]1[CH:21]=[CH:22][CH:23]=[CH:24][CH:25]=1)[C:14]1[CH:15]=[CH:16][CH:17]=[CH:18][CH:19]=1, predict the reactants needed to synthesize it. The reactants are: [NH:1]1[CH2:6][CH2:5][NH:4][CH2:3][CH2:2]1.[C:7](Cl)([C:20]1[CH:25]=[CH:24][CH:23]=[CH:22][CH:21]=1)([C:14]1[CH:19]=[CH:18][CH:17]=[CH:16][CH:15]=1)[C:8]1[CH:13]=[CH:12][CH:11]=[CH:10][CH:9]=1. (2) Given the product [C:1]([O:9][C@H:10]1[C@:14]([F:16])([CH3:15])[C@H:13]([N:17]2[CH:22]=[CH:21][C:20](=[O:23])[NH:19][C:18]2=[O:24])[O:12][C@@:11]1([F:27])[CH2:25][C:28](=[O:35])[C:29]1[CH:34]=[CH:33][CH:32]=[CH:31][CH:30]=1)(=[O:8])[C:2]1[CH:7]=[CH:6][CH:5]=[CH:4][CH:3]=1, predict the reactants needed to synthesize it. The reactants are: [C:1]([O:9][C@H:10]1[C@:14]([F:16])([CH3:15])[C@H:13]([N:17]2[CH:22]=[CH:21][C:20](=[O:23])[NH:19][C:18]2=[O:24])[O:12][C@:11]1([F:27])[CH2:25]I)(=[O:8])[C:2]1[CH:7]=[CH:6][CH:5]=[CH:4][CH:3]=1.[C:28]([O-])(=[O:35])[C:29]1[CH:34]=[CH:33][CH:32]=[CH:31][CH:30]=1.[Na+].C1OCCOCCOCCOCCOCCOC1.O. (3) Given the product [C:69]1([C:75]2[N:32]=[C:31]([C:48]3[CH:53]=[C:52]([C:28]4[CH:27]=[CH:26][CH:25]=[CH:24][CH:23]=4)[CH:51]=[C:50]([C:11]4[CH:10]=[CH:9][CH:8]=[C:7]([C:3]5[CH:2]=[N:1][CH:6]=[CH:5][CH:4]=5)[CH:12]=4)[CH:49]=3)[N:30]=[C:29]([C:19]3[CH:20]=[C:21]([C:23]4[CH:28]=[CH:27][CH:26]=[CH:25][CH:24]=4)[CH:22]=[C:17]([C:21]4[CH:22]=[CH:17][CH:18]=[C:66]([C:63]5[CH:64]=[N:30][CH:29]=[CH:19][CH:65]=5)[CH:20]=4)[CH:18]=3)[N:34]=2)[CH:74]=[CH:73][CH:72]=[CH:71][CH:70]=1, predict the reactants needed to synthesize it. The reactants are: [N:1]1[CH:6]=[CH:5][CH:4]=[C:3]([C:7]2[CH:8]=[C:9](B(O)O)[CH:10]=[CH:11][CH:12]=2)[CH:2]=1.Br[C:17]1[CH:18]=[C:19]([C:29]2[N:34]=C(C3C=C(C4C=CC=CC=4)C=C(Br)C=3)[N:32]=[C:31]([C:48]3[CH:53]=[CH:52][CH:51]=[CH:50][CH:49]=3)[N:30]=2)[CH:20]=[C:21]([C:23]2[CH:28]=[CH:27][CH:26]=[CH:25][CH:24]=2)[CH:22]=1.[C:63](P([C:63]([CH3:66])([CH3:65])[CH3:64])[C:63]([CH3:66])([CH3:65])[CH3:64])([CH3:66])([CH3:65])[CH3:64].[OH-].[Na+].[C:69]1([CH3:75])[CH:74]=[CH:73][CH:72]=[CH:71][CH:70]=1.